This data is from Forward reaction prediction with 1.9M reactions from USPTO patents (1976-2016). The task is: Predict the product of the given reaction. Given the reactants [OH:1][CH:2]([CH2:18][OH:19])[CH2:3][C:4]1([OH:17])[CH2:9][CH2:8][N:7]([C:10]([O:12][C:13]([CH3:16])([CH3:15])[CH3:14])=[O:11])[CH2:6][CH2:5]1.Cl[C:21]([C:34]1C=CC=CC=1)([C:28]1C=CC=CC=1)[C:22]1C=CC=CC=1, predict the reaction product. The product is: [C:21]([O:19][CH2:18][CH:2]([OH:1])[CH2:3][C:4]1([OH:17])[CH2:5][CH2:6][N:7]([C:10]([O:12][C:13]([CH3:14])([CH3:15])[CH3:16])=[O:11])[CH2:8][CH2:9]1)([CH3:34])([CH3:28])[CH3:22].